From a dataset of Catalyst prediction with 721,799 reactions and 888 catalyst types from USPTO. Predict which catalyst facilitates the given reaction. Reactant: [C:1]1([C:7]2[CH:8]=[CH:9][C:10]3[N:11]([C:13]([CH2:16][NH:17][C:18]4[CH:23]=[CH:22][N:21]=[CH:20][C:19]=4[NH2:24])=[N:14][N:15]=3)[N:12]=2)[CH:6]=[CH:5][CH:4]=[CH:3][CH:2]=1.[N:25]([O-])=O.[Na+]. Product: [C:1]1([C:7]2[CH:8]=[CH:9][C:10]3[N:11]([C:13]([CH2:16][N:17]4[C:18]5[CH:23]=[CH:22][N:21]=[CH:20][C:19]=5[N:24]=[N:25]4)=[N:14][N:15]=3)[N:12]=2)[CH:2]=[CH:3][CH:4]=[CH:5][CH:6]=1. The catalyst class is: 313.